This data is from Full USPTO retrosynthesis dataset with 1.9M reactions from patents (1976-2016). The task is: Predict the reactants needed to synthesize the given product. (1) Given the product [Br:1][C:2]1[CH:7]=[C:6]([O:22][CH:20]([CH3:21])[CH3:19])[C:5]([N+:9]([O-:11])=[O:10])=[CH:4][C:3]=1[CH3:12], predict the reactants needed to synthesize it. The reactants are: [Br:1][C:2]1[CH:7]=[C:6](F)[C:5]([N+:9]([O-:11])=[O:10])=[CH:4][C:3]=1[CH3:12].C(=O)([O-])[O-].[Cs+].[Cs+].[CH3:19][CH:20]([OH:22])[CH3:21]. (2) Given the product [CH:39]1([N:30]2[CH2:31][C:32]([F:38])([F:37])[C:33](=[O:36])[N:34]([CH3:35])[C:28]3[CH:27]=[N:26][C:25]([NH:24][C:19]4[C:20]([O:22][CH3:23])=[CH:21][C:16]([C:15]([NH:14][CH:11]5[CH2:12][CH2:13][NH:8][CH2:9][CH2:10]5)=[O:46])=[C:17]([F:45])[CH:18]=4)=[N:44][C:29]2=3)[CH2:40][CH2:41][CH2:42][CH2:43]1, predict the reactants needed to synthesize it. The reactants are: C(OC([N:8]1[CH2:13][CH2:12][CH:11]([NH:14][C:15](=[O:46])[C:16]2[CH:21]=[C:20]([O:22][CH3:23])[C:19]([NH:24][C:25]3[N:26]=[CH:27][C:28]4[N:34]([CH3:35])[C:33](=[O:36])[C:32]([F:38])([F:37])[CH2:31][N:30]([CH:39]5[CH2:43][CH2:42][CH2:41][CH2:40]5)[C:29]=4[N:44]=3)=[CH:18][C:17]=2[F:45])[CH2:10][CH2:9]1)=O)(C)(C)C.FC(F)(F)C(O)=O.ClCCl.